This data is from Reaction yield outcomes from USPTO patents with 853,638 reactions. The task is: Predict the reaction yield, written as a fraction of the theoretical maximum amount of product (1.0 means a 100% yield; for example, 0.34 means a 34% yield). (1) The product is [F:17][CH:2]([F:1])[C:3]1[C:7]([CH3:8])=[C:6]([C:9]2[S:13][C:12]([C:14]([N:18]3[CH2:23][CH2:22][CH2:21][CH2:20][CH2:19]3)=[O:16])=[CH:11][CH:10]=2)[O:5][N:4]=1. No catalyst specified. The reactants are [F:1][CH:2]([F:17])[C:3]1[C:7]([CH3:8])=[C:6]([C:9]2[S:13][C:12]([C:14]([OH:16])=O)=[CH:11][CH:10]=2)[O:5][N:4]=1.[NH:18]1[CH2:23][CH2:22][CH2:21][CH2:20][CH2:19]1. The yield is 0.720. (2) The reactants are Br.[Br:2][C:3]1[CH:4]=[C:5]([CH2:10]Br)[C:6]([NH2:9])=[N:7][CH:8]=1.[CH2:12]([O:14][C:15](=[O:27])[CH2:16][NH:17][CH2:18][C:19]1[CH:24]=[CH:23][C:22]([O:25][CH3:26])=[CH:21][CH:20]=1)[CH3:13].C(N(CC)CC)C. The catalyst is CN(C=O)C.O. The product is [CH2:12]([O:14][C:15](=[O:27])[CH2:16][N:17]([CH2:10][C:5]1[C:6]([NH2:9])=[N:7][CH:8]=[C:3]([Br:2])[CH:4]=1)[CH2:18][C:19]1[CH:20]=[CH:21][C:22]([O:25][CH3:26])=[CH:23][CH:24]=1)[CH3:13]. The yield is 0.930. (3) The reactants are C([O-])(=O)C.[NH4+:5].[C:6]([CH2:8][C:9]([O:11]CC)=O)#[N:7].[CH3:14][C:15]([CH3:20])([CH3:19])[C:16](=O)[CH3:17].[N+:21]([C:24]1[CH:31]=[CH:30][C:27]([CH:28]=O)=[CH:26][CH:25]=1)([O-:23])=[O:22]. No catalyst specified. The product is [C:15]([C:16]1[NH:5][C:9](=[O:11])[C:8]([C:6]#[N:7])=[C:28]([C:27]2[CH:30]=[CH:31][C:24]([N+:21]([O-:23])=[O:22])=[CH:25][CH:26]=2)[CH:17]=1)([CH3:20])([CH3:19])[CH3:14]. The yield is 0.340. (4) The reactants are [NH2:1][C:2]1[S:3][C:4]([C:9]([CH3:12])([CH3:11])[CH3:10])=[CH:5][C:6]=1[C:7]#[N:8].[H-].[Na+].F[C:16]1[CH:21]=[CH:20][CH:19]=[CH:18][C:17]=1[N+:22]([O-:24])=[O:23].Cl. The catalyst is C1COCC1. The product is [C:9]([C:4]1[S:3][C:2]([NH:1][C:16]2[CH:21]=[CH:20][CH:19]=[CH:18][C:17]=2[N+:22]([O-:24])=[O:23])=[C:6]([C:7]#[N:8])[CH:5]=1)([CH3:12])([CH3:11])[CH3:10]. The yield is 0.750. (5) The reactants are [F:1][CH:2]([F:35])[C:3]1[CH:8]=[CH:7][C:6]([C:9]2[S:13][C:12]3[CH:14]=[C:15]([OH:18])[CH:16]=[CH:17][C:11]=3[C:10]=2[O:19][C:20]2[CH:25]=[CH:24][C:23](/[CH:26]=[CH:27]/[C:28]([O:30]C(C)(C)C)=[O:29])=[CH:22][CH:21]=2)=[CH:5][CH:4]=1.Cl. The catalyst is C1COCC1. The product is [F:35][CH:2]([F:1])[C:3]1[CH:4]=[CH:5][C:6]([C:9]2[S:13][C:12]3[CH:14]=[C:15]([OH:18])[CH:16]=[CH:17][C:11]=3[C:10]=2[O:19][C:20]2[CH:25]=[CH:24][C:23](/[CH:26]=[CH:27]/[C:28]([OH:30])=[O:29])=[CH:22][CH:21]=2)=[CH:7][CH:8]=1. The yield is 0.790. (6) The reactants are [C:1]([O:5][C:6]([N:8]1[CH2:12][C:11](=O)[CH:10]2[O:14][CH2:15][C:16]([O:19][CH3:20])([O:17][CH3:18])[CH:9]12)=[O:7])([CH3:4])([CH3:3])[CH3:2].[CH3:21]C([O-])(C)C.[K+].C(OCC)C. The catalyst is C1COCC1.[Br-].C[P+](C1C=CC=CC=1)(C1C=CC=CC=1)C1C=CC=CC=1. The product is [C:1]([O:5][C:6]([N:8]1[CH2:12][C:11](=[CH2:21])[CH:10]2[O:14][CH2:15][C:16]([O:17][CH3:18])([O:19][CH3:20])[CH:9]12)=[O:7])([CH3:2])([CH3:3])[CH3:4]. The yield is 0.480. (7) The reactants are C[C:2]1([C:17]2[CH:22]=[CH:21][C:20]([CH:23]([CH3:25])[CH3:24])=[CH:19][CH:18]=2)[C:6]2[C:7]([CH3:14])=[C:8]([OH:13])[C:9]([CH3:12])=[C:10]([CH3:11])[C:5]=2[O:4][C:3]1([CH3:16])[CH3:15].Br[CH2:27][C:28]1[CH:37]=[CH:36][C:31]([C:32]([O:34][CH3:35])=[O:33])=[C:30](C)[CH:29]=1. No catalyst specified. The product is [CH:23]([C:20]1[CH:21]=[CH:22][C:17]([CH:2]2[C:6]3[C:7]([CH3:14])=[C:8]([O:13][CH2:27][C:28]4[CH:29]=[CH:30][C:31]([C:32]([O:34][CH3:35])=[O:33])=[CH:36][CH:37]=4)[C:9]([CH3:12])=[C:10]([CH3:11])[C:5]=3[O:4][C:3]2([CH3:16])[CH3:15])=[CH:18][CH:19]=1)([CH3:25])[CH3:24]. The yield is 0.820.